Dataset: Full USPTO retrosynthesis dataset with 1.9M reactions from patents (1976-2016). Task: Predict the reactants needed to synthesize the given product. (1) Given the product [BrH:11].[Br:11][CH2:9][CH2:8][CH2:7][N:1]1[CH2:6][CH2:5][CH2:4][CH2:3][CH2:2]1, predict the reactants needed to synthesize it. The reactants are: [N:1]1([CH2:7][CH2:8][CH2:9]O)[CH2:6][CH2:5][CH2:4][CH2:3][CH2:2]1.[BrH:11]. (2) The reactants are: [F:1][C:2]1[CH:3]=[C:4]([CH:7]=[CH:8][C:9]=1[OH:10])[CH:5]=[O:6].Cl[C:12]1[CH:17]=[CH:16][C:15]([C:18]([F:21])([F:20])[F:19])=[CH:14][N:13]=1. Given the product [F:1][C:2]1[CH:3]=[C:4]([CH:7]=[CH:8][C:9]=1[O:10][C:12]1[CH:17]=[CH:16][C:15]([C:18]([F:21])([F:20])[F:19])=[CH:14][N:13]=1)[CH:5]=[O:6], predict the reactants needed to synthesize it. (3) The reactants are: [CH2:1]([O:8][C:9]([N:11]1[CH2:15][CH:14]=[CH:13][CH2:12]1)=[O:10])[C:2]1[CH:7]=[CH:6][CH:5]=[CH:4][CH:3]=1.ClC1C=C(C=CC=1)C(OO)=[O:21]. Given the product [CH2:1]([O:8][C:9]([N:11]1[CH2:15][CH:14]2[CH:13]([O:21]2)[CH2:12]1)=[O:10])[C:2]1[CH:3]=[CH:4][CH:5]=[CH:6][CH:7]=1, predict the reactants needed to synthesize it. (4) Given the product [CH3:1][O:2][C:3]([N:5]1[C@H:13]2[C@H:8]([C@:9]([O:23][C:24](=[O:26])[CH3:25])([C:14]#[C:15][C:16]3[CH:17]=[C:18]([CH3:22])[CH:19]=[CH:20][CH:21]=3)[CH2:10][CH2:11][CH2:12]2)[CH2:7][CH2:6]1)=[O:4], predict the reactants needed to synthesize it. The reactants are: [CH3:1][O:2][C:3]([N:5]1[C@@H:13]2[C@@H:8]([C@@:9]([OH:23])([C:14]#[C:15][C:16]3[CH:17]=[C:18]([CH3:22])[CH:19]=[CH:20][CH:21]=3)[CH2:10][CH2:11][CH2:12]2)[CH2:7][CH2:6]1)=[O:4].[C:24](O)(=[O:26])[CH3:25]. (5) Given the product [CH3:31][C:29]1[C:28]([N+:32]([O-:34])=[O:33])=[CH:27][N:26]=[C:25]([C:23]2[O:1][C:2]3[C:3]([C:8](=[O:10])[CH:9]=2)=[CH:4][CH:5]=[CH:6][CH:7]=3)[CH:30]=1, predict the reactants needed to synthesize it. The reactants are: [OH:1][C:2]1[CH:7]=[CH:6][CH:5]=[CH:4][C:3]=1[C:8](=[O:10])[CH3:9].C[Si](C)(C)N[Si](C)(C)C.[Li].CO[C:23]([C:25]1[CH:30]=[C:29]([CH3:31])[C:28]([N+:32]([O-:34])=[O:33])=[CH:27][N:26]=1)=O.Cl. (6) Given the product [CH2:37]([C:19]1[C:20]([CH:24]2[CH2:29][CH2:28][NH:27][CH2:26][CH2:25]2)=[CH:21][CH:22]=[CH:23][C:18]=1[C:15]1[N:14]=[C:13]([C:5]2[CH:6]=[CH:7][C:8]([CH2:9][CH:10]([CH3:11])[CH3:12])=[C:3]([CH:4]=2)[C:1]#[N:2])[S:17][N:16]=1)[CH3:38], predict the reactants needed to synthesize it. The reactants are: [C:1]([C:3]1[CH:4]=[C:5]([C:13]2[S:17][N:16]=[C:15]([C:18]3[C:19]([CH2:37][CH3:38])=[C:20]([CH:24]4[CH2:29][CH2:28][N:27](C(OC(C)(C)C)=O)[CH2:26][CH2:25]4)[CH:21]=[CH:22][CH:23]=3)[N:14]=2)[CH:6]=[CH:7][C:8]=1[CH2:9][CH:10]([CH3:12])[CH3:11])#[N:2].C(O)(C(F)(F)F)=O.